From a dataset of Forward reaction prediction with 1.9M reactions from USPTO patents (1976-2016). Predict the product of the given reaction. Given the reactants [Cl:1][C:2]1[CH:7]=[CH:6][C:5]([C:8]2[O:9][CH:10]=[CH:11][N:12]=2)=[C:4](N)[CH:3]=1.Cl[C:15]1[CH:16]=[C:17]([S:22](Cl)(=[O:24])=[O:23])[CH:18]=[CH:19][C:20]=1Cl.[N:26]1C=CC=CC=1, predict the reaction product. The product is: [O:9]1[CH:10]=[CH:11][N:12]=[C:8]1[C:5]1[CH:6]=[CH:7][C:2]([Cl:1])=[CH:3][C:4]=1[C:18]1[CH:19]=[CH:20][CH:15]=[CH:16][C:17]=1[S:22]([NH2:26])(=[O:24])=[O:23].